Dataset: Forward reaction prediction with 1.9M reactions from USPTO patents (1976-2016). Task: Predict the product of the given reaction. (1) Given the reactants [S:1]1[CH:5]=[CH:4][CH:3]=[C:2]1[C:6](Cl)=[O:7].[Cl:9][C:10]1[CH:11]=[C:12]2[C:17](=[CH:18][CH:19]=1)[N:16]([CH3:20])[C:15](=[O:21])[C:14]([C:22]#[N:23])=[C:13]2[N:24]1[CH2:29][CH2:28][NH:27][CH2:26][CH2:25]1, predict the reaction product. The product is: [Cl:9][C:10]1[CH:11]=[C:12]2[C:17](=[CH:18][CH:19]=1)[N:16]([CH3:20])[C:15](=[O:21])[C:14]([C:22]#[N:23])=[C:13]2[N:24]1[CH2:25][CH2:26][N:27]([C:6]([C:2]2[S:1][CH:5]=[CH:4][CH:3]=2)=[O:7])[CH2:28][CH2:29]1. (2) Given the reactants [OH:1][C:2]1[CH:3]=[CH:4][C:5]([CH3:28])=[C:6]([C:8]2[C:17]3[C:12](=[CH:13][C:14]([S:18]([NH:21][C:22]4[CH:27]=[CH:26][N:25]=[CH:24][N:23]=4)(=[O:20])=[O:19])=[CH:15][CH:16]=3)[CH:11]=[CH:10][N:9]=2)[CH:7]=1.Cl[C:30]1[CH:35]=[CH:34][CH:33]=[CH:32][N:31]=1.C(=O)([O-])[O-].[Cs+].[Cs+], predict the reaction product. The product is: [CH3:28][C:5]1[CH:4]=[CH:3][C:2]([O:1][C:30]2[CH:35]=[CH:34][CH:33]=[CH:32][N:31]=2)=[CH:7][C:6]=1[C:8]1[C:17]2[C:12](=[CH:13][C:14]([S:18]([NH:21][C:22]3[CH:27]=[CH:26][N:25]=[CH:24][N:23]=3)(=[O:19])=[O:20])=[CH:15][CH:16]=2)[CH:11]=[CH:10][N:9]=1. (3) The product is: [F:42][C:43]1[CH:44]=[C:45]([NH:46][C:39]([CH:27]2[C:28]3[C:33](=[CH:32][C:31]([O:36][CH2:37][CH3:38])=[CH:30][CH:29]=3)[CH2:34][CH2:35][N:26]2[C:24]([O:23][C:19]([CH3:20])([CH3:22])[CH3:21])=[O:25])=[O:41])[CH:47]=[C:48]([F:56])[C:49]=1[C:50]([CH3:54])([CH3:55])[CH2:51][O:52][CH3:53]. Given the reactants C(P1(=O)OP(CCC)(=O)OP(CCC)(=O)O1)CC.[C:19]([O:23][C:24]([N:26]1[CH2:35][CH2:34][C:33]2[C:28](=[CH:29][CH:30]=[C:31]([O:36][CH2:37][CH3:38])[CH:32]=2)[CH:27]1[C:39]([OH:41])=O)=[O:25])([CH3:22])([CH3:21])[CH3:20].[F:42][C:43]1[CH:44]=[C:45]([CH:47]=[C:48]([F:56])[C:49]=1[C:50]([CH3:55])([CH3:54])[CH2:51][O:52][CH3:53])[NH2:46].CCN(C(C)C)C(C)C, predict the reaction product. (4) The product is: [N:1]1([C:6]2[C:11]([O:12][CH2:14][C:15]([O:17][CH3:18])=[O:16])=[CH:10][CH:9]=[CH:8][N:7]=2)[CH2:2][CH2:3][CH2:4][CH2:5]1. Given the reactants [N:1]1([C:6]2[C:11]([OH:12])=[CH:10][CH:9]=[CH:8][N:7]=2)[CH2:5][CH2:4][CH2:3][CH2:2]1.Br[CH2:14][C:15]([O:17][CH3:18])=[O:16].C(=O)([O-])[O-].[Cs+].[Cs+], predict the reaction product. (5) Given the reactants FC(F)(F)S(O[C:7]1[CH:8]=[CH:9][C:10]2[N:16]3[C:17]([CH3:20])=[N:18][N:19]=[C:15]3[C@H:14]([CH2:21][C:22]([NH:24][CH2:25][CH3:26])=[O:23])[N:13]=[C:12]([C:27]3[CH:32]=[CH:31][C:30]([Cl:33])=[CH:29][CH:28]=3)[C:11]=2[CH:34]=1)(=O)=O.[CH:37]([C:39]1[CH:44]=[CH:43][C:42](B(O)O)=[CH:41][CH:40]=1)=[O:38].C(=O)([O-])[O-].[K+].[K+].C(O)C, predict the reaction product. The product is: [Cl:33][C:30]1[CH:29]=[CH:28][C:27]([C:12]2[C:11]3[CH:34]=[C:7]([C:42]4[CH:43]=[CH:44][C:39]([CH:37]=[O:38])=[CH:40][CH:41]=4)[CH:8]=[CH:9][C:10]=3[N:16]3[C:17]([CH3:20])=[N:18][N:19]=[C:15]3[C@H:14]([CH2:21][C:22]([NH:24][CH2:25][CH3:26])=[O:23])[N:13]=2)=[CH:32][CH:31]=1.